Dataset: Reaction yield outcomes from USPTO patents with 853,638 reactions. Task: Predict the reaction yield, written as a fraction of the theoretical maximum amount of product (1.0 means a 100% yield; for example, 0.34 means a 34% yield). The reactants are [Mg].[Cl:2][C:3]1[CH:4]=[C:5]([CH:8]=[CH:9][C:10]=1[Cl:11])[CH2:6]Cl.[C:12]([N:19]1[CH2:24][CH2:23][C:22](=[O:25])[CH2:21][CH2:20]1)([O:14][C:15]([CH3:18])([CH3:17])[CH3:16])=[O:13]. The catalyst is C(OCC)C.[Cl-].[NH4+].II. The product is [Cl:2][C:3]1[CH:4]=[C:5]([CH:8]=[CH:9][C:10]=1[Cl:11])[CH2:6][C:22]1([OH:25])[CH2:21][CH2:20][N:19]([C:12]([O:14][C:15]([CH3:17])([CH3:16])[CH3:18])=[O:13])[CH2:24][CH2:23]1. The yield is 0.410.